Dataset: Peptide-MHC class II binding affinity with 134,281 pairs from IEDB. Task: Regression. Given a peptide amino acid sequence and an MHC pseudo amino acid sequence, predict their binding affinity value. This is MHC class II binding data. (1) The peptide sequence is RCALHWFPGSHLLHV. The MHC is DRB1_0301 with pseudo-sequence DRB1_0301. The binding affinity (normalized) is 0.196. (2) The peptide sequence is NILTGKKITAHLKRL. The MHC is H-2-IAd with pseudo-sequence H-2-IAd. The binding affinity (normalized) is 0.451. (3) The peptide sequence is QRRFGGTVIRNPLSR. The MHC is DRB1_0801 with pseudo-sequence DRB1_0801. The binding affinity (normalized) is 0.489. (4) The peptide sequence is RRIFGVFKNPCTSHG. The MHC is DRB1_0101 with pseudo-sequence DRB1_0101. The binding affinity (normalized) is 0.624. (5) The peptide sequence is CEAVRRVAAMQAQKA. The MHC is DRB1_0301 with pseudo-sequence DRB1_0301. The binding affinity (normalized) is 0.0354.